From a dataset of Catalyst prediction with 721,799 reactions and 888 catalyst types from USPTO. Predict which catalyst facilitates the given reaction. (1) Reactant: [CH:1]1([C:7]2[C:8]3[CH:9]=[CH:10][C:11]([C:47]([O:49][CH3:50])=[O:48])=[CH:12][C:13]=3[N:14]3[C:20]=2[C:19]2[CH:21]=[CH:22][CH:23]=[CH:24][C:18]=2[N:17]([CH3:25])[CH:16]([CH2:26][N:27]([CH3:46])[CH2:28][CH2:29][N:30]([CH3:45])[CH2:31][CH2:32][CH2:33][S:34](=[O:44])(=[O:43])[NH:35]C(=O)OC(C)(C)C)[CH2:15]3)[CH2:6][CH2:5][CH2:4][CH2:3][CH2:2]1.C(O)(C(F)(F)F)=O. Product: [NH2:35][S:34]([CH2:33][CH2:32][CH2:31][N:30]([CH3:45])[CH2:29][CH2:28][N:27]([CH2:26][CH:16]1[CH2:15][N:14]2[C:13]3[CH:12]=[C:11]([C:47]([O:49][CH3:50])=[O:48])[CH:10]=[CH:9][C:8]=3[C:7]([CH:1]3[CH2:2][CH2:3][CH2:4][CH2:5][CH2:6]3)=[C:20]2[C:19]2[CH:21]=[CH:22][CH:23]=[CH:24][C:18]=2[N:17]1[CH3:25])[CH3:46])(=[O:43])=[O:44]. The catalyst class is: 2. (2) Reactant: [NH2:1][C:2]1[C:10]2[C:9]([C:11]3[CH:16]=[CH:15][CH:14]=[C:13]([O:17]C)[C:12]=3[F:19])=[N:8][C:7]([NH:20][CH:21]3[CH2:23][CH2:22]3)=[N:6][C:5]=2[S:4][C:3]=1[C:24]([NH2:26])=[O:25].B(Br)(Br)Br. Product: [NH2:1][C:2]1[C:10]2[C:9]([C:11]3[CH:16]=[CH:15][CH:14]=[C:13]([OH:17])[C:12]=3[F:19])=[N:8][C:7]([NH:20][CH:21]3[CH2:22][CH2:23]3)=[N:6][C:5]=2[S:4][C:3]=1[C:24]([NH2:26])=[O:25]. The catalyst class is: 2.